The task is: Predict which catalyst facilitates the given reaction.. This data is from Catalyst prediction with 721,799 reactions and 888 catalyst types from USPTO. (1) Reactant: C[O:2][C:3](=[O:26])[C@@H:4]([N:9]1[CH2:13][C:12]([O:14][C:15]2[CH:20]=[CH:19][CH:18]=[C:17]([C:21]([F:24])([F:23])[F:22])[CH:16]=2)=[CH:11][C:10]1=[O:25])[CH2:5][CH:6]([CH3:8])[CH3:7].O.[OH-].[Li+]. Product: [CH3:7][CH:6]([CH3:8])[CH2:5][C@H:4]([N:9]1[CH2:13][C:12]([O:14][C:15]2[CH:20]=[CH:19][CH:18]=[C:17]([C:21]([F:24])([F:22])[F:23])[CH:16]=2)=[CH:11][C:10]1=[O:25])[C:3]([OH:26])=[O:2]. The catalyst class is: 30. (2) Reactant: [N:1]1[N:2]=[CH:3][N:4]2[CH:9]=[C:8]([CH:10]3[CH2:15][CH2:14][N:13](C(OC(C)(C)C)=O)[CH2:12][CH2:11]3)[CH:7]=[CH:6][C:5]=12.C(O)(C(F)(F)F)=O. Product: [NH:13]1[CH2:12][CH2:11][CH:10]([C:8]2[CH:7]=[CH:6][C:5]3[N:4]([CH:3]=[N:2][N:1]=3)[CH:9]=2)[CH2:15][CH2:14]1. The catalyst class is: 4. (3) Reactant: [OH:1][C:2]1[CH:9]=[C:8]([CH3:10])[C:5]([CH:6]=[O:7])=[C:4]([CH3:11])[CH:3]=1.[CH3:12][C:13]1([CH3:20])[O:17][C@H:16]([CH2:18]O)[CH2:15][O:14]1.C1C=CC(P(C2C=CC=CC=2)C2C=CC=CC=2)=CC=1.CCOC(/N=N/C(OCC)=O)=O. Product: [CH3:12][C:13]1([CH3:20])[O:17][C@H:16]([CH2:18][O:1][C:2]2[CH:3]=[C:4]([CH3:11])[C:5]([CH:6]=[O:7])=[C:8]([CH3:10])[CH:9]=2)[CH2:15][O:14]1. The catalyst class is: 1. (4) Reactant: [CH2:1]([C:3]1[CH:12]=[CH:11][C:10]2[C:5](=[C:6]([O:14][CH3:15])[CH:7]=[CH:8][C:9]=2I)[N:4]=1)[CH3:2].C([Mg]Cl)(C)C.C1C[O:24][CH2:23][CH2:22]1.C(OC(=O)C)(=O)C.[Cl-].[NH4+]. Product: [C:23]([C:9]1[CH:8]=[CH:7][C:6]([O:14][CH3:15])=[C:5]2[C:10]=1[CH:11]=[CH:12][C:3]([CH2:1][CH3:2])=[N:4]2)(=[O:24])[CH3:22]. The catalyst class is: 1. (5) The catalyst class is: 1. Product: [Br:22][C:23]1[C:24]([F:30])=[C:25]([CH:26]=[C:27]([Cl:29])[CH:28]=1)[CH:34]=[O:35]. Reactant: [Li]CCCC.CCCCCC.CC1(C)CCCC(C)(C)N1.[Br:22][C:23]1[CH:28]=[C:27]([Cl:29])[CH:26]=[CH:25][C:24]=1[F:30].CN([CH:34]=[O:35])C. (6) Reactant: Cl[CH:2]([C:13]1[CH:18]=[CH:17][CH:16]=[CH:15][CH:14]=1)[C:3]([NH:5][C:6]1[CH:11]=[CH:10][CH:9]=[C:8]([CH3:12])[N:7]=1)=[O:4].C[Si]([N-][Si](C)(C)C)(C)C.[K+]. Product: [CH3:12][C:8]1[N:7]2[C:2]([C:13]3[CH:18]=[CH:17][CH:16]=[CH:15][CH:14]=3)=[C:3]([OH:4])[N:5]=[C:6]2[CH:11]=[CH:10][CH:9]=1. The catalyst class is: 807. (7) Reactant: [CH:1]1([N:4]2[CH2:9][C:8]3([CH2:14][CH2:13][N:12]([S:15]([C:18]4[CH:23]=[CH:22][C:21](B5OC(C)(C)C(C)(C)O5)=[CH:20][CH:19]=4)(=[O:17])=[O:16])[CH2:11][CH2:10]3)[O:7][CH2:6][C:5]2=[O:33])[CH2:3][CH2:2]1.Br[C:35]1[CH:44]=[C:43]2[C:38]([CH:39]=[C:40]([O:45][CH3:46])[CH:41]=[N:42]2)=[CH:37][CH:36]=1.C(=O)([O-])[O-].[K+].[K+]. Product: [CH:1]1([N:4]2[CH2:9][C:8]3([CH2:14][CH2:13][N:12]([S:15]([C:18]4[CH:23]=[CH:22][C:21]([C:35]5[CH:44]=[C:43]6[C:38]([CH:39]=[C:40]([O:45][CH3:46])[CH:41]=[N:42]6)=[CH:37][CH:36]=5)=[CH:20][CH:19]=4)(=[O:16])=[O:17])[CH2:11][CH2:10]3)[O:7][CH2:6][C:5]2=[O:33])[CH2:3][CH2:2]1. The catalyst class is: 70. (8) Reactant: [Cl:1][CH2:2][CH:3]([OH:16])[CH2:4][N:5]1[C:13](=[O:14])[CH:12]2[CH:7]([CH2:8][CH:9]=[CH:10][CH2:11]2)[C:6]1=[O:15].[Cr](Cl)([O-])(=O)=O.[NH+]1C=CC=CC=1. Product: [Cl:1][CH2:2][C:3](=[O:16])[CH2:4][N:5]1[C:6](=[O:15])[CH:7]2[CH:12]([CH2:11][CH:10]=[CH:9][CH2:8]2)[C:13]1=[O:14]. The catalyst class is: 4.